Dataset: Peptide-MHC class II binding affinity with 134,281 pairs from IEDB. Task: Regression. Given a peptide amino acid sequence and an MHC pseudo amino acid sequence, predict their binding affinity value. This is MHC class II binding data. (1) The peptide sequence is YGGSWKLEGRWDGEE. The MHC is DRB3_0202 with pseudo-sequence DRB3_0202. The binding affinity (normalized) is 0.404. (2) The peptide sequence is WNFAGIEAAASAIQG. The MHC is DRB1_0101 with pseudo-sequence DRB1_0101. The binding affinity (normalized) is 0.876. (3) The peptide sequence is PGKYTAYEGQRVVFI. The binding affinity (normalized) is 0.480. The MHC is HLA-DQA10501-DQB10301 with pseudo-sequence HLA-DQA10501-DQB10301. (4) The peptide sequence is KQELDEISTNIRQAG. The MHC is HLA-DQA10501-DQB10201 with pseudo-sequence HLA-DQA10501-DQB10201. The binding affinity (normalized) is 0.125. (5) The peptide sequence is TALKKAITAMSEAQK. The binding affinity (normalized) is 0.0739. The MHC is DRB3_0202 with pseudo-sequence DRB3_0202. (6) The peptide sequence is PGMMMGMFNMLSTVL. The MHC is DRB1_0901 with pseudo-sequence DRB1_0901. The binding affinity (normalized) is 0.421. (7) The peptide sequence is AFILDGDNLFPCV. The binding affinity (normalized) is 0.795. The MHC is HLA-DQA10501-DQB10201 with pseudo-sequence HLA-DQA10501-DQB10201.